This data is from NCI-60 drug combinations with 297,098 pairs across 59 cell lines. The task is: Regression. Given two drug SMILES strings and cell line genomic features, predict the synergy score measuring deviation from expected non-interaction effect. (1) Drug 1: CC1C(C(=O)NC(C(=O)N2CCCC2C(=O)N(CC(=O)N(C(C(=O)O1)C(C)C)C)C)C(C)C)NC(=O)C3=C4C(=C(C=C3)C)OC5=C(C(=O)C(=C(C5=N4)C(=O)NC6C(OC(=O)C(N(C(=O)CN(C(=O)C7CCCN7C(=O)C(NC6=O)C(C)C)C)C)C(C)C)C)N)C. Drug 2: CC=C1C(=O)NC(C(=O)OC2CC(=O)NC(C(=O)NC(CSSCCC=C2)C(=O)N1)C(C)C)C(C)C. Cell line: U251. Synergy scores: CSS=55.4, Synergy_ZIP=-2.48, Synergy_Bliss=0.664, Synergy_Loewe=-20.5, Synergy_HSA=-0.365. (2) Drug 1: CC1C(C(CC(O1)OC2CC(OC(C2O)C)OC3=CC4=CC5=C(C(=O)C(C(C5)C(C(=O)C(C(C)O)O)OC)OC6CC(C(C(O6)C)O)OC7CC(C(C(O7)C)O)OC8CC(C(C(O8)C)O)(C)O)C(=C4C(=C3C)O)O)O)O. Drug 2: C1CN(P(=O)(OC1)NCCCl)CCCl. Cell line: SF-539. Synergy scores: CSS=11.2, Synergy_ZIP=-1.72, Synergy_Bliss=-1.98, Synergy_Loewe=-50.1, Synergy_HSA=-0.950. (3) Drug 1: CN1C2=C(C=C(C=C2)N(CCCl)CCCl)N=C1CCCC(=O)O.Cl. Drug 2: C1C(C(OC1N2C=NC3=C2NC=NCC3O)CO)O. Cell line: NCI-H522. Synergy scores: CSS=5.46, Synergy_ZIP=-0.479, Synergy_Bliss=1.77, Synergy_Loewe=-0.0632, Synergy_HSA=0.170. (4) Drug 1: C1C(C(OC1N2C=NC3=C(N=C(N=C32)Cl)N)CO)O. Drug 2: C1=NC(=NC(=O)N1C2C(C(C(O2)CO)O)O)N. Cell line: A549. Synergy scores: CSS=17.9, Synergy_ZIP=5.12, Synergy_Bliss=5.62, Synergy_Loewe=-7.76, Synergy_HSA=2.34.